Predict the reaction yield, written as a fraction of the theoretical maximum amount of product (1.0 means a 100% yield; for example, 0.34 means a 34% yield). From a dataset of Reaction yield outcomes from USPTO patents with 853,638 reactions. (1) The reactants are [Cl:1][C:2]1[C:10]2[N:9]=[C:8]3[N:11]([C:15]4[CH:20]=[CH:19][C:18]([Cl:21])=[CH:17][C:16]=4[Cl:22])[CH2:12][CH2:13][CH2:14][N:7]3[C:6]=2[C:5]([N+:23]([O-])=O)=[CH:4][CH:3]=1. The catalyst is [Pd].C(O)(=O)C. The product is [Cl:1][C:2]1[CH:3]=[CH:4][C:5]([NH2:23])=[C:6]2[C:10]=1[N:9]=[C:8]1[N:11]([C:15]3[CH:20]=[CH:19][C:18]([Cl:21])=[CH:17][C:16]=3[Cl:22])[CH2:12][CH2:13][CH2:14][N:7]21. The yield is 0.450. (2) The reactants are [CH3:1][O:2][C:3]1[CH:4]=[C:5]2[C:10](=[CH:11][C:12]=1[O:13][CH3:14])[N:9]=[CH:8][N:7]=[C:6]2[O:15][C:16]1[CH:17]=[C:18]([CH:20]=[CH:21][CH:22]=1)[NH2:19].[CH:23]([C:26]1[O:30][N:29]=[C:28]([NH:31][C:32](=O)[O:33]C2C=CC=CC=2)[CH:27]=1)([CH3:25])[CH3:24]. No catalyst specified. The product is [CH3:1][O:2][C:3]1[CH:4]=[C:5]2[C:10](=[CH:11][C:12]=1[O:13][CH3:14])[N:9]=[CH:8][N:7]=[C:6]2[O:15][C:16]1[CH:17]=[C:18]([NH:19][C:32]([NH:31][C:28]2[CH:27]=[C:26]([CH:23]([CH3:25])[CH3:24])[O:30][N:29]=2)=[O:33])[CH:20]=[CH:21][CH:22]=1. The yield is 0.590. (3) The reactants are [C:1]([C:4]1[S:5]C=C[CH:8]=1)(=O)[CH3:2].[S:9]1[CH:13]=[CH:12][CH:11]=[C:10]1[C:14]([CH2:16][C:17]#[N:18])=[O:15].N1CCOCC1.[S]. The catalyst is CC(=O)CC. The product is [NH2:18][C:17]1[S:5][C:4]([CH3:8])=[C:1]([CH3:2])[C:16]=1[C:14]([C:10]1[S:9][CH:13]=[CH:12][CH:11]=1)=[O:15]. The yield is 0.440. (4) The reactants are [OH:1][C:2]1[CH:7]=[C:6]([O:8][CH2:9][CH2:10][O:11][CH3:12])[CH:5]=[CH:4][C:3]=1/[CH:13]=[CH:14]/[C:15]([O:17][CH2:18][CH3:19])=[O:16].Br[CH2:21][CH:22]1[CH2:27][CH2:26][CH2:25][CH2:24][CH2:23]1.C(=O)([O-])[O-].[K+].[K+].[I-].[Na+]. The catalyst is C(#N)C.CN(C)C=O.O. The product is [CH:22]1([CH2:21][O:1][C:2]2[CH:7]=[C:6]([O:8][CH2:9][CH2:10][O:11][CH3:12])[CH:5]=[CH:4][C:3]=2/[CH:13]=[CH:14]/[C:15]([O:17][CH2:18][CH3:19])=[O:16])[CH2:27][CH2:26][CH2:25][CH2:24][CH2:23]1. The yield is 0.810. (5) The reactants are Cl[C:2]1[C:11]2[C:6](=[CH:7][CH:8]=[CH:9][CH:10]=2)[N:5]=[C:4]2[N:12]([C:16]3[CH:21]=[CH:20][CH:19]=[CH:18][N:17]=3)[N:13]=[C:14]([CH3:15])[C:3]=12.[N-:22]=[N+]=[N-].[Na+].O. The catalyst is CN(C)C=O.[C].[Pd]. The product is [CH3:15][C:14]1[C:3]2[C:4](=[N:5][C:6]3[C:11]([C:2]=2[NH2:22])=[CH:10][CH:9]=[CH:8][CH:7]=3)[N:12]([C:16]2[CH:21]=[CH:20][CH:19]=[CH:18][N:17]=2)[N:13]=1. The yield is 0.570. (6) The product is [F:12][C:13]1[CH:19]=[CH:18][C:16]([NH:17][C:4](=[NH:5])[CH2:3][C:2](=[O:1])[C:6]2[CH:7]=[CH:8][CH:9]=[CH:10][CH:11]=2)=[CH:15][CH:14]=1. The yield is 0.0400. The reactants are [O:1]=[C:2]([C:6]1[CH:11]=[CH:10][CH:9]=[CH:8][CH:7]=1)[CH2:3][C:4]#[N:5].[F:12][C:13]1[CH:19]=[CH:18][C:16]([NH2:17])=[CH:15][CH:14]=1. The catalyst is C(O)C. (7) The reactants are [F:1][C:2]1[C:7]([F:8])=[CH:6][CH:5]=[CH:4][C:3]=1[CH:9]1[CH2:19][CH2:18][C@@H:17]([O:20][Si](C(C)C)(C(C)C)C(C)C)[C:12]2=[N:13][CH:14]=[CH:15][CH:16]=[C:11]2[C:10]1=[O:31].CCCC[N+](CCCC)(CCCC)CCCC.[F-].C(OCC)(=O)C.CCCCCC. The catalyst is O1CCCC1. The product is [F:1][C:2]1[C:7]([F:8])=[CH:6][CH:5]=[CH:4][C:3]=1[C@@H:9]1[CH2:19][CH2:18][C@@H:17]([OH:20])[C:12]2=[N:13][CH:14]=[CH:15][CH:16]=[C:11]2[C:10]1=[O:31]. The yield is 0.620.